Predict the reaction yield, written as a fraction of the theoretical maximum amount of product (1.0 means a 100% yield; for example, 0.34 means a 34% yield). From a dataset of Reaction yield outcomes from USPTO patents with 853,638 reactions. (1) The reactants are [NH2:1][C:2]1[CH:7]=[C:6]([O:8][C:9]([F:12])([F:11])[F:10])[CH:5]=[CH:4][C:3]=1[OH:13].C(=O)(O)[O-].[Na+].[Br:19][CH2:20][C:21](Br)=[O:22]. The catalyst is C(Cl)(Cl)Cl. The product is [Br:19][CH2:20][C:21]([NH:1][C:2]1[CH:7]=[C:6]([O:8][C:9]([F:10])([F:11])[F:12])[CH:5]=[CH:4][C:3]=1[OH:13])=[O:22]. The yield is 0.870. (2) The reactants are [N:1]([CH:4]([C:6]1[N:11]=[CH:10][C:9]([F:12])=[CH:8][N:7]=1)[CH3:5])=[N+]=[N-]. The catalyst is [Pd]. The product is [F:12][C:9]1[CH:8]=[N:7][C:6]([CH:4]([NH2:1])[CH3:5])=[N:11][CH:10]=1. The yield is 0.990. (3) The reactants are C(=O)(O)[O-].[Na+].Cl.[NH2:7][OH:8].[C:9]([C@H:11]1[CH2:16][CH2:15][C@H:14]([C:17]([O:19][CH3:20])=[O:18])[CH2:13][CH2:12]1)#[N:10]. The catalyst is O.CCO. The product is [OH:8][N:7]=[C:9]([C@H:11]1[CH2:12][CH2:13][C@H:14]([C:17]([O:19][CH3:20])=[O:18])[CH2:15][CH2:16]1)[NH2:10]. The yield is 0.860. (4) The reactants are OS(O)(=O)=O.[Br:6][C:7]1[CH:15]=[N:14][CH:13]=[CH:12][C:8]=1[C:9]([OH:11])=[O:10].[C:16]([O-])(O)=O.[Na+].[OH-].[Na+]. The catalyst is CO. The product is [Br:6][C:7]1[CH:15]=[N:14][CH:13]=[CH:12][C:8]=1[C:9]([O:11][CH3:16])=[O:10]. The yield is 0.870. (5) The reactants are [O:1]=[C:2]1[C:11]2[C:6](=[CH:7][CH:8]=[CH:9][CH:10]=2)[N:5]=[C:4]([C:12]([NH:14][CH2:15][C:16]2[CH:17]=[C:18]([C:22]3[CH:27]=[CH:26][C:25]([S:28]([NH:31][C@H:32]([C:36](O)=[O:37])[CH:33]([CH3:35])[CH3:34])(=[O:30])=[O:29])=[CH:24][CH:23]=3)[CH:19]=[CH:20][CH:21]=2)=[O:13])[NH:3]1.C[Si](C)(C)[O:41][NH2:42].Cl.CN(C)CCCN=C=NCC.ON1C2C=CC=CC=2N=N1. The catalyst is CN(C=O)C.C(OCC)(=O)C. The product is [OH:41][NH:42][C:36]([CH:32]([NH:31][S:28]([C:25]1[CH:26]=[CH:27][C:22]([C:18]2[CH:19]=[CH:20][CH:21]=[C:16]([CH2:15][NH:14][C:12]([C:4]3[NH:3][C:2](=[O:1])[C:11]4[C:6](=[CH:7][CH:8]=[CH:9][CH:10]=4)[N:5]=3)=[O:13])[CH:17]=2)=[CH:23][CH:24]=1)(=[O:29])=[O:30])[CH:33]([CH3:34])[CH3:35])=[O:37]. The yield is 0.710. (6) The reactants are C([O:8][C:9]1[N:14]=[C:13]([NH:15][CH2:16][C:17]2([C:23]#[N:24])[CH2:22][CH2:21][O:20][CH2:19][CH2:18]2)[C:12]([F:25])=[CH:11][CH:10]=1)C1C=CC=CC=1.C([O-])=O.[NH4+]. The catalyst is CO.[Pd]. The product is [F:25][C:12]1[C:13]([NH:15][CH2:16][C:17]2([C:23]#[N:24])[CH2:22][CH2:21][O:20][CH2:19][CH2:18]2)=[N:14][C:9]([OH:8])=[CH:10][CH:11]=1. The yield is 0.960.